This data is from Full USPTO retrosynthesis dataset with 1.9M reactions from patents (1976-2016). The task is: Predict the reactants needed to synthesize the given product. (1) Given the product [CH3:16][O:20][N:21]([CH3:22])[C:10]([C:8]1[O:9][C:5]([S:2]([CH3:1])(=[O:3])=[O:4])=[CH:6][CH:7]=1)=[O:12], predict the reactants needed to synthesize it. The reactants are: [CH3:1][S:2]([C:5]1[O:9][C:8]([C:10]([OH:12])=O)=[CH:7][CH:6]=1)(=[O:4])=[O:3].CN([C:16]([O:20][N:21]1N=NC2C=CC=C[C:22]1=2)=[N+](C)C)C.F[P-](F)(F)(F)(F)F.CCN(C(C)C)C(C)C.Cl.CNOC. (2) Given the product [C:1]([O:5][C:6](=[O:23])[NH:7][CH:8]([C:15]1[CH:20]=[CH:19][C:18]([Cl:21])=[C:17]([Cl:22])[CH:16]=1)[C:9](=[O:14])[C:25]1[CH:30]=[N:29][C:28]([O:31][CH:32]2[CH2:37][CH2:36][O:35][CH2:34][CH2:33]2)=[CH:27][CH:26]=1)([CH3:2])([CH3:3])[CH3:4], predict the reactants needed to synthesize it. The reactants are: [C:1]([O:5][C:6](=[O:23])[NH:7][CH:8]([C:15]1[CH:20]=[CH:19][C:18]([Cl:21])=[C:17]([Cl:22])[CH:16]=1)[C:9](=[O:14])N(OC)C)([CH3:4])([CH3:3])[CH3:2].Br[C:25]1[CH:26]=[CH:27][C:28]([O:31][CH:32]2[CH2:37][CH2:36][O:35][CH2:34][CH2:33]2)=[N:29][CH:30]=1. (3) The reactants are: [Cl:1][C:2]1[CH:7]=[CH:6][CH:5]=[CH:4][C:3]=1/[C:8](/[CH2:30][CH3:31])=[C:9](\[C:19]1[CH:24]=[CH:23][C:22](/[CH:25]=[CH:26]/[C:27]([OH:29])=[O:28])=[CH:21][CH:20]=1)/[C:10]1[CH:11]=[C:12]2C(=[CH:17][CH:18]=1)N[N:14]=[CH:13]2.[C:32]([O-])([O-])=O.[Cs+].[Cs+].IC.C[N:41]([CH:43]=O)[CH3:42]. Given the product [Cl:1][C:2]1[CH:7]=[CH:6][CH:5]=[CH:4][C:3]=1/[C:8](/[CH2:30][CH3:31])=[C:9](\[C:19]1[CH:20]=[CH:21][C:22](/[CH:25]=[CH:26]/[C:27]([O:29][CH3:32])=[O:28])=[CH:23][CH:24]=1)/[C:10]1[CH:11]=[C:12]2[C:43](=[CH:17][CH:18]=1)[N:41]([CH3:42])[N:14]=[CH:13]2, predict the reactants needed to synthesize it. (4) Given the product [CH3:1][C@H:2]1[CH2:11][C:10]2[C:5](=[CH:6][CH:7]=[C:8]([C@H:12]3[O:17][CH2:16][C@@H:15]4[CH2:18][N:19]([C:22]([O:24][C:25]([CH3:28])([CH3:27])[CH3:26])=[O:23])[CH2:20][CH2:21][N:14]4[CH2:13]3)[CH:9]=2)[C:4](=[O:29])[O:3]1.[CH3:30][C@H:31]1[CH2:40][C:39]2[C:34](=[CH:35][CH:36]=[C:37]([C@@H:41]3[O:46][CH2:45][C@@H:44]4[CH2:47][N:48]([C:51]([O:53][C:54]([CH3:57])([CH3:56])[CH3:55])=[O:52])[CH2:49][CH2:50][N:43]4[CH2:42]3)[CH:38]=2)[C:33](=[O:58])[O:32]1, predict the reactants needed to synthesize it. The reactants are: [CH3:1][C@@H:2]1[CH2:11][C:10]2[C:5](=[CH:6][CH:7]=[C:8]([C@H:12]3[O:17][CH2:16][C@@H:15]4[CH2:18][N:19]([C:22]([O:24][C:25]([CH3:28])([CH3:27])[CH3:26])=[O:23])[CH2:20][CH2:21][N:14]4[CH2:13]3)[CH:9]=2)[C:4](=[O:29])[O:3]1.[CH3:30][C@@H:31]1[CH2:40][C:39]2[C:34](=[CH:35][CH:36]=[C:37]([C@@H:41]3[O:46][CH2:45][C@@H:44]4[CH2:47][N:48]([C:51]([O:53][C:54]([CH3:57])([CH3:56])[CH3:55])=[O:52])[CH2:49][CH2:50][N:43]4[CH2:42]3)[CH:38]=2)[C:33](=[O:58])[O:32]1.BrC1C=C2C(=CC=1)C(=O)O[C@@H](C)C2. (5) Given the product [NH2:1][C:2]1[C:7]([N:8]([CH2:40][C:41]([F:44])([F:43])[F:42])[C:9](=[O:12])[O:10][CH3:11])=[C:6]([NH2:13])[N:5]=[C:4]([N:14]2[C:22]3[C:17](=[N:18][CH:19]=[C:20]([F:23])[CH:21]=3)[C:16]([CH2:24][C:25]3[CH:30]=[CH:29][CH:28]=[CH:27][C:26]=3[F:31])=[N:15]2)[N:3]=1, predict the reactants needed to synthesize it. The reactants are: [NH2:1][C:2]1[C:7]([NH:8][C:9](=[O:12])[O:10][CH3:11])=[C:6]([NH2:13])[N:5]=[C:4]([N:14]2[C:22]3[C:17](=[N:18][CH:19]=[C:20]([F:23])[CH:21]=3)[C:16]([CH2:24][C:25]3[CH:30]=[CH:29][CH:28]=[CH:27][C:26]=3[F:31])=[N:15]2)[N:3]=1.[H-].[Na+].ClC(Cl)(Cl)S(O[CH2:40][C:41]([F:44])([F:43])[F:42])(=O)=O. (6) Given the product [Cl:1][C:2]1[C:7]([I:18])=[C:6]([CH2:8][CH3:9])[N:5]=[C:4]([NH2:10])[N:3]=1, predict the reactants needed to synthesize it. The reactants are: [Cl:1][C:2]1[CH:7]=[C:6]([CH2:8][CH3:9])[N:5]=[C:4]([NH2:10])[N:3]=1.C1C(=O)N([I:18])C(=O)C1.[O-]S([O-])(=S)=O.[Na+].[Na+].C([O-])(O)=O.[Na+]. (7) Given the product [CH3:23][S:24]([O:1][C@H:2]1[CH2:7][CH2:6][C@H:5]([NH:8][C:9]([O:10][C:11]([CH3:12])([CH3:14])[CH3:13])=[O:15])[CH2:4][CH2:3]1)(=[O:26])=[O:25], predict the reactants needed to synthesize it. The reactants are: [OH:1][C@H:2]1[CH2:7][CH2:6][C@H:5]([NH:8][C:9](=[O:15])[O:10][C:11]([CH3:14])([CH3:13])[CH3:12])[CH2:4][CH2:3]1.C(N(CC)CC)C.[CH3:23][S:24](Cl)(=[O:26])=[O:25].